Dataset: HIV replication inhibition screening data with 41,000+ compounds from the AIDS Antiviral Screen. Task: Binary Classification. Given a drug SMILES string, predict its activity (active/inactive) in a high-throughput screening assay against a specified biological target. The drug is Oc1ccc(-c2nc(-c3cccnc3)c(-c3ccc(Cl)cc3)[nH]2)cc1. The result is 0 (inactive).